From a dataset of Forward reaction prediction with 1.9M reactions from USPTO patents (1976-2016). Predict the product of the given reaction. (1) Given the reactants [N:1]1[CH:6]=[CH:5][C:4]([C:7]([N:9]2[CH2:13][CH2:12][CH2:11][CH:10]2C(O)=O)=O)=[CH:3][CH:2]=1.Br[C:18](=[CH:24][C:25]1[CH:30]=[CH:29][C:28]([F:31])=[CH:27][CH:26]=1)[C:19]([O:21][CH2:22][CH3:23])=[O:20], predict the reaction product. The product is: [F:31][C:28]1[CH:29]=[CH:30][C:25]([C:24]2[C:18]([C:19]([O:21][CH2:22][CH3:23])=[O:20])=[C:10]3[N:9]([C:7]=2[C:4]2[CH:5]=[CH:6][N:1]=[CH:2][CH:3]=2)[CH2:13][CH2:12][CH2:11]3)=[CH:26][CH:27]=1. (2) Given the reactants Cl[C:2]1[C:11]2[C:6](=[CH:7][CH:8]=[C:9]([O:12][CH3:13])[CH:10]=2)[C:5]([CH3:14])=[N:4][N:3]=1.[NH2:15][CH:16]1[CH2:21][CH2:20][N:19]([CH2:22][C:23]2[CH:28]=[CH:27][CH:26]=[CH:25][CH:24]=2)[CH2:18][CH2:17]1, predict the reaction product. The product is: [CH2:22]([N:19]1[CH2:20][CH2:21][CH:16]([NH:15][C:2]2[C:11]3[C:6](=[CH:7][CH:8]=[C:9]([O:12][CH3:13])[CH:10]=3)[C:5]([CH3:14])=[N:4][N:3]=2)[CH2:17][CH2:18]1)[C:23]1[CH:24]=[CH:25][CH:26]=[CH:27][CH:28]=1. (3) The product is: [CH3:4][S:5]([C:8]1[CH:9]=[CH:10][C:11]([CH2:20][OH:21])=[C:12]([C:14]2[CH:19]=[CH:18][CH:17]=[CH:16][CH:15]=2)[CH:13]=1)(=[O:6])=[O:7]. Given the reactants [Cl-].[Cl-].[Ca+2].[CH3:4][S:5]([C:8]1[CH:13]=[C:12]([C:14]2[CH:19]=[CH:18][CH:17]=[CH:16][CH:15]=2)[C:11]([C:20](OC)=[O:21])=[CH:10][CH:9]=1)(=[O:7])=[O:6].[BH4-].[Na+], predict the reaction product. (4) The product is: [NH2:8][C:16]1[C:21]([F:22])=[C:20]([C:23]2[C:24](=[O:37])[N:25]([CH3:36])[C:26]3[C:31]([CH:32]=2)=[CH:30][N:29]=[C:28]([NH:33][CH2:34][CH3:35])[CH:27]=3)[C:19]([F:38])=[CH:18][N:17]=1. Given the reactants C(OC([N:8]([C:16]1[C:21]([F:22])=[C:20]([C:23]2[C:24](=[O:37])[N:25]([CH3:36])[C:26]3[C:31]([CH:32]=2)=[CH:30][N:29]=[C:28]([NH:33][CH2:34][CH3:35])[CH:27]=3)[C:19]([F:38])=[CH:18][N:17]=1)C(OC(C)(C)C)=O)=O)(C)(C)C.FC(F)(F)C(O)=O, predict the reaction product. (5) Given the reactants [F:1][C:2]1[CH:7]=[CH:6][C:5](N)=[CH:4][C:3]=1[O:9][CH3:10].N([O-])=O.[Na+].[I-:15].[K+], predict the reaction product. The product is: [F:1][C:2]1[CH:7]=[CH:6][C:5]([I:15])=[CH:4][C:3]=1[O:9][CH3:10]. (6) Given the reactants [NH:1]([C:21]([O:23][C:24]([CH3:27])([CH3:26])[CH3:25])=[O:22])[C@H:2]([C:18](O)=[O:19])[CH2:3][C:4]1[CH:9]=[CH:8][C:7]([O:10][CH2:11][C:12]2[CH:17]=[CH:16][CH:15]=[CH:14][CH:13]=2)=[CH:6][CH:5]=1.[NH2:28][C@H:29]([C:34]([O:36][CH3:37])=[O:35])[CH2:30][CH:31]([CH3:33])[CH3:32].Cl.F[P-](F)(F)(F)(F)F.N1(O[P+](N(C)C)(N(C)C)N(C)C)C2C=CC=CC=2N=N1.C(N(C(C)C)CC)(C)C, predict the reaction product. The product is: [NH:1]([C:21]([O:23][C:24]([CH3:26])([CH3:27])[CH3:25])=[O:22])[C@H:2]([C:18]([NH:28][C@H:29]([C:34]([O:36][CH3:37])=[O:35])[CH2:30][CH:31]([CH3:33])[CH3:32])=[O:19])[CH2:3][C:4]1[CH:5]=[CH:6][C:7]([O:10][CH2:11][C:12]2[CH:17]=[CH:16][CH:15]=[CH:14][CH:13]=2)=[CH:8][CH:9]=1. (7) Given the reactants [CH2:1]([N:8]1[CH2:24][CH2:23][N:11]2[C:12](=[O:22])[C:13]3[C:14]([CH3:21])=[CH:15][CH:16]=[C:17]([OH:20])[C:18]=3[CH2:19][C@@H:10]2[CH2:9]1)[C:2]1[CH:7]=[CH:6][CH:5]=[CH:4][CH:3]=1.CO.[Br-:27].[Br-].[Br-].C([N+](CCCC)(CCCC)CCCC)CCC.C([N+](CCCC)(CCCC)CCCC)CCC.C([N+](CCCC)(CCCC)CCCC)CCC, predict the reaction product. The product is: [CH2:1]([N:8]1[CH2:24][CH2:23][N:11]2[C:12](=[O:22])[C:13]3[C:14]([CH3:21])=[CH:15][C:16]([Br:27])=[C:17]([OH:20])[C:18]=3[CH2:19][C@@H:10]2[CH2:9]1)[C:2]1[CH:3]=[CH:4][CH:5]=[CH:6][CH:7]=1. (8) Given the reactants [CH:1]1([CH:7]([NH:18][C:19]2[CH:24]=[CH:23][C:22]([C:25]([N:27]([CH3:35])[CH2:28][CH2:29][C:30]([O:32]CC)=[O:31])=[O:26])=[CH:21][CH:20]=2)[C:8]2[S:16][C:11]3=[N:12][CH:13]=[CH:14][CH:15]=[C:10]3[C:9]=2[CH3:17])[CH2:6][CH2:5][CH2:4][CH2:3][CH2:2]1.O1CCCC1.[OH-].[Na+], predict the reaction product. The product is: [CH:1]1([CH:7]([NH:18][C:19]2[CH:20]=[CH:21][C:22]([C:25]([N:27]([CH3:35])[CH2:28][CH2:29][C:30]([OH:32])=[O:31])=[O:26])=[CH:23][CH:24]=2)[C:8]2[S:16][C:11]3=[N:12][CH:13]=[CH:14][CH:15]=[C:10]3[C:9]=2[CH3:17])[CH2:6][CH2:5][CH2:4][CH2:3][CH2:2]1. (9) Given the reactants [N:1]1([CH2:7][CH2:8][O:9][C:10]2[N:15]=[CH:14][C:13]3[NH:16]/[C:17](=[N:25]\[C:26](=[O:33])[C:27]4[CH:32]=[CH:31][CH:30]=[CH:29][CH:28]=4)/[N:18]([CH:19]4[CH2:24][CH2:23][NH:22][CH2:21][CH2:20]4)[C:12]=3[CH:11]=2)[CH2:6][CH2:5][CH2:4][CH2:3][CH2:2]1.[CH2:34]([S:36](Cl)(=[O:38])=[O:37])[CH3:35], predict the reaction product. The product is: [CH2:34]([S:36]([N:22]1[CH2:21][CH2:20][CH:19]([N:18]2[C:12]3[CH:11]=[C:10]([O:9][CH2:8][CH2:7][N:1]4[CH2:2][CH2:3][CH2:4][CH2:5][CH2:6]4)[N:15]=[CH:14][C:13]=3[NH:16]/[C:17]/2=[N:25]\[C:26](=[O:33])[C:27]2[CH:32]=[CH:31][CH:30]=[CH:29][CH:28]=2)[CH2:24][CH2:23]1)(=[O:38])=[O:37])[CH3:35].